This data is from Forward reaction prediction with 1.9M reactions from USPTO patents (1976-2016). The task is: Predict the product of the given reaction. (1) Given the reactants [Br-].C([O:6][C:7]([CH2:9][N+:10]12[CH2:17][CH2:16][CH:13]([CH2:14][CH2:15]1)[C@@H:12]([O:18][C:19](=[O:34])[C:20]([OH:33])([C:27]1[CH:32]=[CH:31][CH:30]=[CH:29][CH:28]=1)[C:21]1[CH:26]=[CH:25][CH:24]=[CH:23][CH:22]=1)[CH2:11]2)=[O:8])(C)(C)C.[F:35][C:36]([F:41])([F:40])[C:37]([OH:39])=[O:38], predict the reaction product. The product is: [F:35][C:36]([F:41])([F:40])[C:37]([O-:39])=[O:38].[C:7]([CH2:9][N+:10]12[CH2:17][CH2:16][CH:13]([CH2:14][CH2:15]1)[C@@H:12]([O:18][C:19](=[O:34])[C:20]([OH:33])([C:21]1[CH:22]=[CH:23][CH:24]=[CH:25][CH:26]=1)[C:27]1[CH:28]=[CH:29][CH:30]=[CH:31][CH:32]=1)[CH2:11]2)([OH:8])=[O:6]. (2) The product is: [Br:1][C:2]1[CH:6]=[N:5][N:4]([CH3:7])[C:3]=1[NH:8][C:9]1[CH:14]=[CH:13][C:12]([C:21]2[CH:20]=[CH:19][CH:18]=[C:17]([F:16])[C:22]=2[F:23])=[CH:11][CH:10]=1. Given the reactants [Br:1][C:2]1[CH:6]=[N:5][N:4]([CH3:7])[C:3]=1[NH:8][C:9]1[CH:14]=[CH:13][C:12](I)=[CH:11][CH:10]=1.[F:16][C:17]1[C:22]([F:23])=[CH:21][CH:20]=[CH:19][C:18]=1B(O)O.C(=O)([O-])[O-].[Cs+].[Cs+].COCCOC, predict the reaction product. (3) Given the reactants [C:1]1(=[C:7]([C:10]2[CH:15]=[CH:14][CH:13]=[CH:12][CH:11]=2)[C:8]#[N:9])[CH2:6][CH2:5][CH2:4][CH2:3][CH2:2]1.[SH:16][CH2:17][CH2:18][C:19]([O:21][CH3:22])=[O:20], predict the reaction product. The product is: [C:8]([CH:7]([C:1]1[CH:6]=[CH:5][CH:4]=[CH:3][CH:2]=1)[C:10]1([S:16][CH2:17][CH2:18][C:19]([O:21][CH3:22])=[O:20])[CH2:11][CH2:12][CH2:13][CH2:14][CH2:15]1)#[N:9].